Dataset: Reaction yield outcomes from USPTO patents with 853,638 reactions. Task: Predict the reaction yield, written as a fraction of the theoretical maximum amount of product (1.0 means a 100% yield; for example, 0.34 means a 34% yield). (1) The reactants are [NH:1]1[C:5]2=[N:6][CH:7]=[C:8]([C:10]#[N:11])[CH:9]=[C:4]2[CH:3]=[CH:2]1.[H-].[Na+].I[CH3:15].O. The catalyst is CN(C=O)C. The product is [CH3:15][N:1]1[C:5]2=[N:6][CH:7]=[C:8]([C:10]#[N:11])[CH:9]=[C:4]2[CH:3]=[CH:2]1. The yield is 1.00. (2) The reactants are [NH2:1][C:2]1[C:3]2[C:4]3[C:5](=[N:17][N:18]([CH2:20][C:21]4[C:26]([Cl:27])=[C:25]([O:28][CH3:29])[C:24]([CH3:30])=[CH:23][N:22]=4)[N:19]=2)[CH:6]=[C:7]([CH2:12][C:13]([NH:15][CH3:16])=[O:14])[C:8]=3[CH2:9][S:10][N:11]=1.Cl. The catalyst is C(O)C. The product is [ClH:27].[NH2:1][C:2]1[C:3]2[C:4]3[C:5](=[N:17][N:18]([CH2:20][C:21]4[C:26]([Cl:27])=[C:25]([O:28][CH3:29])[C:24]([CH3:30])=[CH:23][N:22]=4)[N:19]=2)[CH:6]=[C:7]([CH2:12][C:13]([NH:15][CH3:16])=[O:14])[C:8]=3[CH2:9][S:10][N:11]=1. The yield is 0.860.